Predict which catalyst facilitates the given reaction. From a dataset of Catalyst prediction with 721,799 reactions and 888 catalyst types from USPTO. (1) Reactant: [OH:1][C:2]1[CH:11]=[C:10]2[C:5]([C:6](=[O:25])[C:7]([C:16]3[CH:24]=[CH:23][C:19]([C:20](O)=[O:21])=[CH:18][CH:17]=3)=[C:8]([C:12]([F:15])([F:14])[F:13])[O:9]2)=[CH:4][CH:3]=1.C1N=CN(C(N2C=NC=C2)=O)C=1.[CH3:38][S:39]([NH2:42])(=[O:41])=[O:40].C1CCN2C(=NCCC2)CC1. Product: [OH:1][C:2]1[CH:11]=[C:10]2[C:5]([C:6](=[O:25])[C:7]([C:16]3[CH:24]=[CH:23][C:19]([C:20]([NH:42][S:39]([CH3:38])(=[O:41])=[O:40])=[O:21])=[CH:18][CH:17]=3)=[C:8]([C:12]([F:15])([F:14])[F:13])[O:9]2)=[CH:4][CH:3]=1. The catalyst class is: 1. (2) The catalyst class is: 34. Reactant: FC(F)(F)C(O)=O.C(OC(N1CCC(CC2C=CC=CC=2)([C:20](=[O:29])[C:21]2[CH:26]=[CH:25][C:24]([Cl:27])=[C:23]([Cl:28])[CH:22]=2)C1)=O)(C)(C)C.[OH-].[Na+]. Product: [Cl:28][C:23]1[CH:22]=[C:21]([CH:20]=[O:29])[CH:26]=[CH:25][C:24]=1[Cl:27]. (3) Reactant: [Cl:1][C:2]1[CH:3]=[C:4]([CH:7]=[CH:8][C:9]=1[C:10]1[C:19](=[O:20])[C:18]2[C:13](=[CH:14][C:15]([OH:21])=[CH:16][CH:17]=2)[O:12][C:11]=1[C:22]([F:25])([F:24])[F:23])[C:5]#[N:6].Cl.[OH:27]N.C1N=CN([C:34]([N:36]2C=NC=C2)=[O:35])C=1. Product: [Cl:1][C:2]1[CH:3]=[C:4]([C:5]2[NH:36][C:34](=[O:27])[O:35][N:6]=2)[CH:7]=[CH:8][C:9]=1[C:10]1[C:19](=[O:20])[C:18]2[C:13](=[CH:14][C:15]([OH:21])=[CH:16][CH:17]=2)[O:12][C:11]=1[C:22]([F:25])([F:23])[F:24]. The catalyst class is: 14. (4) Reactant: O=C([NH:11][CH2:12][CH2:13][CH2:14][CH2:15][C@@H:16]([C:41]([O:43][C:44]([CH3:47])([CH3:46])[CH3:45])=[O:42])[NH:17][C:18](=[O:40])[NH:19][C@H:20]([C:33]([O:35][C:36]([CH3:39])([CH3:38])[CH3:37])=[O:34])[CH2:21][CH2:22][C:23]([O:25]CC1C=CC=CC=1)=[O:24])OCC1C=CC=CC=1.C([O-])=O.[NH4+]. Product: [NH2:11][CH2:12][CH2:13][CH2:14][CH2:15][C@H:16]([NH:17][C:18](=[O:40])[NH:19][C@H:20]([C:33]([O:35][C:36]([CH3:39])([CH3:38])[CH3:37])=[O:34])[CH2:21][CH2:22][C:23]([OH:25])=[O:24])[C:41]([O:43][C:44]([CH3:47])([CH3:46])[CH3:45])=[O:42]. The catalyst class is: 50. (5) Reactant: [N+](C1C=CC(O[C:11]([N:13]2[CH2:18][CH2:17][N:16]([C:19]([O:21][C:22]([CH3:25])([CH3:24])[CH3:23])=[O:20])[CH2:15][CH2:14]2)=[O:12])=CC=1)([O-])=O.[CH3:26][O:27][CH2:28][CH2:29][NH:30][CH3:31]. Product: [C:22]([O:21][C:19]([N:16]1[CH2:15][CH2:14][N:13]([C:11](=[O:12])[N:30]([CH2:29][CH2:28][O:27][CH3:26])[CH3:31])[CH2:18][CH2:17]1)=[O:20])([CH3:23])([CH3:24])[CH3:25]. The catalyst class is: 7. (6) Product: [CH3:20][CH:2]([NH:1][C:33](=[O:43])[S:32][CH2:31][CH3:30])[C:3](=[O:4])[C:5]1[CH:19]=[CH:18][C:8]2[N:9]=[C:10]([C:12]3[CH:17]=[CH:16][CH:15]=[CH:14][CH:13]=3)[O:11][C:7]=2[CH:6]=1. Reactant: [NH2:1][CH:2]([CH3:20])[C:3]([C:5]1[CH:19]=[CH:18][C:8]2[N:9]=[C:10]([C:12]3[CH:17]=[CH:16][CH:15]=[CH:14][CH:13]=3)[O:11][C:7]=2[CH:6]=1)=[O:4].Cl.C(N(CC)CC)C.Cl[C:30]1C=[CH:33][S:32][C:31]=1C(OCC)=O.C1C[O:43]CC1. The catalyst class is: 2. (7) Reactant: [CH3:1][C:2]1[CH:7]=[CH:6][C:5]([CH:8]([OH:10])[CH3:9])=[CH:4][C:3]=1[N+:11]([O-])=O. Product: [NH2:11][C:3]1[CH:4]=[C:5]([CH:8]([OH:10])[CH3:9])[CH:6]=[CH:7][C:2]=1[CH3:1]. The catalyst class is: 78. (8) Reactant: Br[C:2]1[CH:3]=[N:4][C:5]2[N:6]([CH:8]=[C:9]([C:11]3[CH:12]=[C:13]([NH:18][C:19]([N:21]4[CH2:25][CH2:24][CH2:23][CH2:22]4)=[O:20])[CH:14]=[CH:15][C:16]=3[Cl:17])[N:10]=2)[CH:7]=1.[Br-].[CH3:27][O:28][C:29]([NH:31][C:32]1[CH:37]=[CH:36][C:35](B(O)O)=[CH:34][CH:33]=1)=[O:30]. Product: [Cl:17][C:16]1[CH:15]=[CH:14][C:13]([NH:18][C:19]([N:21]2[CH2:25][CH2:24][CH2:23][CH2:22]2)=[O:20])=[CH:12][C:11]=1[C:9]1[N:10]=[C:5]2[N:4]=[CH:3][C:2]([C:35]3[CH:34]=[CH:33][C:32]([NH:31][C:29](=[O:30])[O:28][CH3:27])=[CH:37][CH:36]=3)=[CH:7][N:6]2[CH:8]=1. The catalyst class is: 5.